From a dataset of Forward reaction prediction with 1.9M reactions from USPTO patents (1976-2016). Predict the product of the given reaction. Given the reactants Cl[C:2]1[C:3]([C:12]#[N:13])=[N:4][CH:5]=[C:6]([C:8]([F:11])([F:10])[F:9])[CH:7]=1.O.O.O.[O-:17][C:18]1[CH:23]=[CH:22][CH:21]=[CH:20][CH:19]=1.[Na+].CN(C=O)C, predict the reaction product. The product is: [O:17]([C:2]1[C:3]([C:12]#[N:13])=[N:4][CH:5]=[C:6]([C:8]([F:11])([F:10])[F:9])[CH:7]=1)[C:18]1[CH:23]=[CH:22][CH:21]=[CH:20][CH:19]=1.